Dataset: Peptide-MHC class I binding affinity with 185,985 pairs from IEDB/IMGT. Task: Regression. Given a peptide amino acid sequence and an MHC pseudo amino acid sequence, predict their binding affinity value. This is MHC class I binding data. (1) The peptide sequence is TTANWLWAL. The MHC is HLA-A26:01 with pseudo-sequence HLA-A26:01. The binding affinity (normalized) is 0.258. (2) The peptide sequence is YELQKLNSWDV. The MHC is Mamu-B01 with pseudo-sequence Mamu-B01. The binding affinity (normalized) is 0. (3) The peptide sequence is GYMFESKSM. The MHC is HLA-B27:05 with pseudo-sequence HLA-B27:05. The binding affinity (normalized) is 0.0847. (4) The peptide sequence is RVYNNTARY. The MHC is HLA-B58:01 with pseudo-sequence HLA-B58:01. The binding affinity (normalized) is 0.744.